From a dataset of Full USPTO retrosynthesis dataset with 1.9M reactions from patents (1976-2016). Predict the reactants needed to synthesize the given product. (1) Given the product [CH3:16][O:10][C:9](=[O:11])[CH2:8][C:4]1[CH:5]=[CH:6][CH:7]=[C:2]([Br:1])[CH:3]=1, predict the reactants needed to synthesize it. The reactants are: [Br:1][C:2]1[CH:3]=[C:4]([CH2:8][C:9]([OH:11])=[O:10])[CH:5]=[CH:6][CH:7]=1.S(Cl)(Cl)=O.[CH3:16]O. (2) Given the product [NH3:6].[CH3:33][NH:34][C:3]([C:5]1[CH:10]=[C:9]([O:11][CH3:12])[C:8]([O:13][C@@H:14]([CH3:32])[C:15]([N:17]2[CH2:22][CH2:21][N:20]([C:23](=[O:30])[C:24]3[CH:25]=[CH:26][CH:27]=[CH:28][CH:29]=3)[CH2:19][C@H:18]2[CH3:31])=[O:16])=[CH:7][N:6]=1)=[O:2], predict the reactants needed to synthesize it. The reactants are: C[O:2][C:3]([C:5]1[CH:10]=[C:9]([O:11][CH3:12])[C:8]([O:13][C@@H:14]([CH3:32])[C:15]([N:17]2[CH2:22][CH2:21][N:20]([C:23](=[O:30])[C:24]3[CH:29]=[CH:28][CH:27]=[CH:26][CH:25]=3)[CH2:19][C@H:18]2[CH3:31])=[O:16])=[CH:7][N:6]=1)=O.[CH3:33][NH2:34]. (3) Given the product [NH2:1][C:4]1[S:5][CH:6]=[C:7]2[C:11](=[O:12])[N:10]([CH:13]3[CH2:18][CH2:17][C:16](=[O:19])[NH:15][C:14]3=[O:20])[C:9](=[O:21])[C:8]=12, predict the reactants needed to synthesize it. The reactants are: [N+:1]([C:4]1[S:5][CH:6]=[C:7]2[C:11](=[O:12])[N:10]([CH:13]3[CH2:18][CH2:17][C:16](=[O:19])[NH:15][C:14]3=[O:20])[C:9](=[O:21])[C:8]=12)([O-])=O.C(O)(=O)C. (4) Given the product [NH2:8][C@@H:9]([CH2:10][CH:11]1[CH2:12][CH2:13][CH2:14][CH2:15][CH2:16]1)[C:17]([NH:18][C@H:19]1[CH2:25][CH2:24][C@@H:23]([CH3:26])[N:22]([CH2:27][CH2:28][CH3:29])[CH2:21][C@@H:20]1[OH:30])=[O:31], predict the reactants needed to synthesize it. The reactants are: Cl.C(OC(=O)[NH:8][C@H:9]([C:17](=[O:31])[NH:18][C@H:19]1[CH2:25][CH2:24][C@@H:23]([CH3:26])[N:22]([CH2:27][CH2:28][CH3:29])[CH2:21][C@@H:20]1[OH:30])[CH2:10][CH:11]1[CH2:16][CH2:15][CH2:14][CH2:13][CH2:12]1)(C)(C)C.